This data is from Peptide-MHC class II binding affinity with 134,281 pairs from IEDB. The task is: Regression. Given a peptide amino acid sequence and an MHC pseudo amino acid sequence, predict their binding affinity value. This is MHC class II binding data. (1) The peptide sequence is FTVQKGSDPKKLVLN. The MHC is DRB1_1501 with pseudo-sequence DRB1_1501. The binding affinity (normalized) is 0.212. (2) The peptide sequence is WEALKYLWNLLQYWGQELK. The binding affinity (normalized) is 0.363. The MHC is DRB1_0701 with pseudo-sequence DRB1_0701. (3) The peptide sequence is IGITDRDFIEGVHGG. The MHC is DRB3_0202 with pseudo-sequence DRB3_0202. The binding affinity (normalized) is 0.283. (4) The peptide sequence is WEALKYLWNLLQYWGQELK. The MHC is HLA-DQA10501-DQB10301 with pseudo-sequence HLA-DQA10501-DQB10301. The binding affinity (normalized) is 0.205.